From a dataset of Forward reaction prediction with 1.9M reactions from USPTO patents (1976-2016). Predict the product of the given reaction. Given the reactants [ClH:1].[CH2:2]([O:9][C:10]1[C:11]([NH:17][C:18]2[S:19][CH:20]=[C:21]([CH3:23])[N:22]=2)=[N:12][CH:13]=[C:14](Br)[CH:15]=1)[C:3]1[CH:8]=[CH:7][CH:6]=[CH:5][CH:4]=1.[Li]C.C([Li])CCC.[N:31]1[CH:36]=[CH:35][CH:34]=[CH:33][C:32]=1[S:37][S:37][C:32]1[CH:33]=[CH:34][CH:35]=[CH:36][N:31]=1, predict the reaction product. The product is: [ClH:1].[ClH:1].[CH2:2]([O:9][C:10]1[C:11]([NH:17][C:18]2[S:19][CH:20]=[C:21]([CH3:23])[N:22]=2)=[N:12][CH:13]=[C:14]([S:37][C:32]2[CH:33]=[CH:34][CH:35]=[CH:36][N:31]=2)[CH:15]=1)[C:3]1[CH:8]=[CH:7][CH:6]=[CH:5][CH:4]=1.